This data is from Forward reaction prediction with 1.9M reactions from USPTO patents (1976-2016). The task is: Predict the product of the given reaction. (1) Given the reactants [CH3:1][O:2][C:3](=[O:34])[CH2:4][C:5]1[CH:10]=[C:9]([Br:11])[C:8]([O:12][C:13]2[CH:18]=[C:17]([CH:19]([CH3:21])[CH3:20])[C:16]([O:22][CH3:23])=[CH:15][C:14]=2[CH:24](Cl)[C:25]2[CH:30]=[CH:29][CH:28]=[C:27]([CH3:31])[CH:26]=2)=[C:7]([Br:33])[CH:6]=1.S(Cl)(Cl)=O.BrC1C=C(CC(O)=O)C=C(Br)C=1OC1C=C(C(C)C)C(OC)=CC=1C(O)C1C=CC=C(C)C=1.[CH:72]([NH2:75])([CH3:74])[CH3:73], predict the reaction product. The product is: [CH3:1][O:2][C:3](=[O:34])[CH2:4][C:5]1[CH:10]=[C:9]([Br:11])[C:8]([O:12][C:13]2[CH:18]=[C:17]([CH:19]([CH3:21])[CH3:20])[C:16]([O:22][CH3:23])=[CH:15][C:14]=2[CH:24]([NH:75][CH:72]([CH3:74])[CH3:73])[C:25]2[CH:30]=[CH:29][CH:28]=[C:27]([CH3:31])[CH:26]=2)=[C:7]([Br:33])[CH:6]=1. (2) The product is: [Br:15][C:12]1[CH:11]=[N:10][C:9]([NH:8][CH2:7][C@H:2]2[N:3]([C:22]([C:20]3[N:21]=[C:17]([CH3:16])[S:18][C:19]=3[C:25]3[CH:26]=[C:27]([CH3:31])[CH:28]=[CH:29][CH:30]=3)=[O:23])[CH2:4][C@@H:5]3[C@H:1]2[CH2:6]3)=[N:14][CH:13]=1. Given the reactants [C@@H:1]12[CH2:6][C@@H:5]1[CH2:4][NH:3][C@@H:2]2[CH2:7][NH:8][C:9]1[N:14]=[CH:13][C:12]([Br:15])=[CH:11][N:10]=1.[CH3:16][C:17]1[S:18][C:19]([C:25]2[CH:26]=[C:27]([CH3:31])[CH:28]=[CH:29][CH:30]=2)=[C:20]([C:22](O)=[O:23])[N:21]=1, predict the reaction product. (3) Given the reactants [Br:1][C:2]1[C:3]([O:8][C@H:9]([CH3:12])[CH2:10][OH:11])=[N:4][CH:5]=[CH:6][CH:7]=1.C(OC[C@@H](O)C)C1C=CC=CC=1, predict the reaction product. The product is: [Br:1][C:2]1[C:3]([O:8][C@@H:9]([CH3:12])[CH2:10][OH:11])=[N:4][CH:5]=[CH:6][CH:7]=1. (4) Given the reactants [CH3:1][O:2][C:3]1[CH:4]=[C:5]2[C:10](=[CH:11][C:12]=1[N+:13]([O-])=O)[CH2:9][N:8]([C:16](=[O:25])[CH2:17][CH2:18][N:19]1[CH2:24][CH2:23][O:22][CH2:21][CH2:20]1)[CH2:7][CH2:6]2.O.O.[Sn](Cl)Cl.Cl.C(=O)(O)[O-].[Na+], predict the reaction product. The product is: [CH3:1][O:2][C:3]1[CH:4]=[C:5]2[C:10](=[CH:11][C:12]=1[NH2:13])[CH2:9][N:8]([C:16](=[O:25])[CH2:17][CH2:18][N:19]1[CH2:20][CH2:21][O:22][CH2:23][CH2:24]1)[CH2:7][CH2:6]2. (5) Given the reactants [O:1]=[C:2]1[NH:7][C:6]2[CH:8]=[C:9]([C:12]([OH:14])=O)[CH:10]=[CH:11][C:5]=2[S:4][CH2:3]1.[C:15]([O:19][C:20]([N:22]1[CH2:27][CH2:26][CH:25]([NH2:28])[CH2:24][CH2:23]1)=[O:21])([CH3:18])([CH3:17])[CH3:16].ON1C2C=CC=CC=2N=N1.Cl.CN(C)CCCN=C=NCC.C(N(CC)C(C)C)(C)C, predict the reaction product. The product is: [C:15]([O:19][C:20]([N:22]1[CH2:27][CH2:26][CH:25]([NH:28][C:12]([C:9]2[CH:10]=[CH:11][C:5]3[S:4][CH2:3][C:2](=[O:1])[NH:7][C:6]=3[CH:8]=2)=[O:14])[CH2:24][CH2:23]1)=[O:21])([CH3:18])([CH3:16])[CH3:17]. (6) Given the reactants Br[C:2]1[CH:3]=[CH:4][C:5]([C:8]#[N:9])=[N:6][CH:7]=1.[N:10]1([C:16]([O:18][C:19]([CH3:22])([CH3:21])[CH3:20])=[O:17])[CH2:15][CH2:14][NH:13][CH2:12][CH2:11]1.CC(C)([O-])C.[Na+], predict the reaction product. The product is: [C:8]([C:5]1[N:6]=[CH:7][C:2]([N:13]2[CH2:12][CH2:11][N:10]([C:16]([O:18][C:19]([CH3:22])([CH3:21])[CH3:20])=[O:17])[CH2:15][CH2:14]2)=[CH:3][CH:4]=1)#[N:9]. (7) Given the reactants [NH2:1][C:2]1[CH:7]=[C:6]([Br:8])[CH:5]=[CH:4][C:3]=1[OH:9].[F:10][C:11]1[CH:19]=[C:18]([S:20]([CH3:23])(=[O:22])=[O:21])[CH:17]=[CH:16][C:12]=1[C:13](O)=O.[OH-].[Na+], predict the reaction product. The product is: [Br:8][C:6]1[CH:5]=[CH:4][C:3]2[O:9][C:13]([C:12]3[CH:16]=[CH:17][C:18]([S:20]([CH3:23])(=[O:21])=[O:22])=[CH:19][C:11]=3[F:10])=[N:1][C:2]=2[CH:7]=1.